Dataset: Full USPTO retrosynthesis dataset with 1.9M reactions from patents (1976-2016). Task: Predict the reactants needed to synthesize the given product. (1) The reactants are: [OH:1][N:2]1[C:10]2[C:5](=[N:6][CH:7]=[C:8]([C:11]3[CH:12]=[N:13][N:14]([CH:16]4[CH2:21][CH2:20][N:19](C(OC(C)(C)C)=O)[CH2:18][CH2:17]4)[CH:15]=3)[CH:9]=2)[CH:4]=[CH:3]1.Br[CH2:30][C:31]1[CH:36]=[C:35]([F:37])[CH:34]=[CH:33][C:32]=1[C:38]([F:41])([F:40])[F:39]. Given the product [F:37][C:35]1[CH:34]=[CH:33][C:32]([C:38]([F:39])([F:40])[F:41])=[C:31]([CH:36]=1)[CH2:30][O:1][N:2]1[C:10]2[C:5](=[N:6][CH:7]=[C:8]([C:11]3[CH:12]=[N:13][N:14]([CH:16]4[CH2:21][CH2:20][NH:19][CH2:18][CH2:17]4)[CH:15]=3)[CH:9]=2)[CH:4]=[CH:3]1, predict the reactants needed to synthesize it. (2) Given the product [Br:1][C:2]1[C:3]([F:12])=[C:4]2[C:10]([NH:11][C:18]([CH:13]3[CH2:17][CH2:16][CH2:15][CH2:14]3)=[O:19])=[CH:9][NH:8][C:5]2=[N:6][CH:7]=1, predict the reactants needed to synthesize it. The reactants are: [Br:1][C:2]1[C:3]([F:12])=[C:4]2[C:10]([NH2:11])=[CH:9][NH:8][C:5]2=[N:6][CH:7]=1.[CH:13]1([C:18](Cl)=[O:19])[CH2:17][CH2:16][CH2:15][CH2:14]1. (3) Given the product [O:11]1[C@H:2]2[CH2:1][C:9]3[CH:8]=[CH:7][CH:6]=[CH:5][C:4]=3[C@H:3]2[NH:10][C:20]1=[O:22], predict the reactants needed to synthesize it. The reactants are: [CH2:1]1[C:9]2[C:4](=[CH:5][CH:6]=[CH:7][CH:8]=2)[C@@H:3]([NH2:10])[C@H:2]1[OH:11].CCN(CC)CC.Cl[C:20](Cl)([O:22]C(=O)OC(Cl)(Cl)Cl)Cl. (4) Given the product [Cl:21][C:22]1[CH:23]=[C:24]([CH:27]=[CH:28][CH:29]=1)[CH2:25][N:9]1[C:8]([C:5]2[CH:4]=[CH:3][C:2]([CH3:1])=[CH:7][CH:6]=2)=[C:16]2[C:11]([CH:12]=[CH:13][CH:14]=[CH:15]2)=[N:10]1, predict the reactants needed to synthesize it. The reactants are: [CH3:1][C:2]1[CH:7]=[CH:6][C:5]([C:8]2[C:16]3[C:11](=[CH:12][CH:13]=[CH:14][CH:15]=3)[NH:10][N:9]=2)=[CH:4][CH:3]=1.CC[O-].[Na+].[Cl:21][C:22]1[CH:23]=[C:24]([CH:27]=[CH:28][CH:29]=1)[CH2:25]Cl. (5) Given the product [Cl:1][C:2]1[N:3]([C:12]2[C:17](=[O:18])[N:16]([CH3:19])[N:15]=[C:14]([C:20]#[N:25])[C:13]=2[O:22][CH3:23])[C:4]2[C:9]([C:10]=1[Cl:11])=[CH:8][CH:7]=[CH:6][CH:5]=2, predict the reactants needed to synthesize it. The reactants are: [Cl:1][C:2]1[N:3]([C:12]2[C:17](=[O:18])[N:16]([CH3:19])[N:15]=[C:14]([CH:20]=O)[C:13]=2[O:22][CH3:23])[C:4]2[C:9]([C:10]=1[Cl:11])=[CH:8][CH:7]=[CH:6][CH:5]=2.[OH-].[NH4+:25].II. (6) Given the product [ClH:34].[F:2][C:3]1[CH:8]=[CH:7][C:6]([C:9]2[N:10]([CH3:35])[CH:11]([CH:15]3[CH2:16][CH2:17][N:18]([C:21]4[N:26]=[CH:25][N:24]=[C:23]5[NH:27][N:28]=[CH:29][C:22]=45)[CH2:19][CH2:20]3)[NH:12][CH:13]=2)=[CH:5][C:4]=1[C:30]([F:33])([F:32])[F:31], predict the reactants needed to synthesize it. The reactants are: Cl.[F:2][C:3]1[CH:8]=[CH:7][C:6]([C:9]2[N:10]=[C:11]([CH:15]3[CH2:20][CH2:19][N:18]([C:21]4[N:26]=[CH:25][N:24]=[C:23]5[NH:27][N:28]=[CH:29][C:22]=45)[CH2:17][CH2:16]3)[N:12](C)[CH:13]=2)=[CH:5][C:4]=1[C:30]([F:33])([F:32])[F:31].[Cl:34][CH2:35]Cl.